Regression/Classification. Given a drug SMILES string, predict its absorption, distribution, metabolism, or excretion properties. Task type varies by dataset: regression for continuous measurements (e.g., permeability, clearance, half-life) or binary classification for categorical outcomes (e.g., BBB penetration, CYP inhibition). Dataset: b3db_classification. From a dataset of Blood-brain barrier permeability classification from the B3DB database. (1) The compound is CCc1nc(N)nc(N)c1-c1ccc(Cl)cc1. The result is 1 (penetrates BBB). (2) The molecule is CN1CCO[C@H](c2ccccc2)c2ccccc2C1. The result is 1 (penetrates BBB).